Dataset: Full USPTO retrosynthesis dataset with 1.9M reactions from patents (1976-2016). Task: Predict the reactants needed to synthesize the given product. (1) Given the product [CH3:30][C:22]1[CH:21]=[CH:26][C:25]([N+:27]([O-:29])=[O:28])=[CH:24][C:23]=1[NH:13][C:9]1[CH:8]=[C:7]([C:3]2[CH:2]=[N:1][CH:6]=[CH:5][CH:4]=2)[CH:12]=[CH:11][N:10]=1, predict the reactants needed to synthesize it. The reactants are: [N:1]1[CH:6]=[CH:5][CH:4]=[C:3]([C:7]2[CH:12]=[CH:11][N:10]=[C:9]([NH2:13])[CH:8]=2)[CH:2]=1.C([O-])([O-])=O.[K+].[K+].Br[C:21]1[CH:26]=[C:25]([N+:27]([O-:29])=[O:28])[CH:24]=[CH:23][C:22]=1[CH3:30].CNCCNC.N.[Na+].[Cl-]. (2) Given the product [Cl:1][C:2]1[N:3]=[N:4][CH:5]=[C:6]([NH:10][C@H:11]2[CH2:16][CH2:15][CH2:14][CH2:13][C@H:12]2[C:17]([O:19][CH2:20][CH3:21])=[O:18])[CH:7]=1, predict the reactants needed to synthesize it. The reactants are: [Cl:1][C:2]1[N:3]=[N:4][CH:5]=[C:6](Cl)[CH:7]=1.Cl.[NH2:10][C@H:11]1[CH2:16][CH2:15][CH2:14][CH2:13][C@H:12]1[C:17]([O:19][CH2:20][CH3:21])=[O:18].C(N(CC)CC)C. (3) Given the product [CH2:33]([O:32][C:30](=[O:31])[CH2:29][C:25]1([CH2:26][CH3:27])[C:6]2[NH:7][C:8]3[C:4]([C:5]=2[CH2:13][CH2:14][O:15]1)=[CH:3][C:2]([Br:1])=[CH:10][C:9]=3[CH2:11][CH3:12])[CH3:34], predict the reactants needed to synthesize it. The reactants are: [Br:1][C:2]1[CH:3]=[C:4]2[C:8](=[C:9]([CH2:11][CH3:12])[CH:10]=1)[NH:7][CH:6]=[C:5]2[CH2:13][CH2:14][OH:15].B(F)(F)F.CCOCC.[C:25]([CH2:29][C:30]([O:32][CH2:33][CH3:34])=[O:31])(=O)[CH2:26][CH3:27]. (4) Given the product [CH2:22]([O:21][C:19](=[O:20])[CH2:18][NH:10][CH2:9][CH2:8][CH:7]([C:1]1[CH:2]=[CH:3][CH:4]=[CH:5][CH:6]=1)[C:11]1[CH:12]=[CH:13][CH:14]=[CH:15][CH:16]=1)[CH3:23], predict the reactants needed to synthesize it. The reactants are: [C:1]1([CH:7]([C:11]2[CH:16]=[CH:15][CH:14]=[CH:13][CH:12]=2)[CH2:8][CH2:9][NH2:10])[CH:6]=[CH:5][CH:4]=[CH:3][CH:2]=1.Br[CH2:18][C:19]([O:21][CH2:22][CH3:23])=[O:20].C(=O)([O-])[O-].[K+].[K+]. (5) Given the product [CH3:37][O:36][C:30]1[CH:29]=[C:28]([CH:33]=[C:32]([O:34][CH3:35])[CH:31]=1)[CH2:27][NH:26][C:24](=[O:25])[CH:20]([CH3:19])[C:21]([NH:1][CH:2]1[C:8](=[O:9])[N:7]([CH3:10])[C:6]2[CH:11]=[CH:12][CH:13]=[CH:14][C:5]=2[C:4]2[CH:15]=[CH:16][CH:17]=[CH:18][C:3]1=2)=[O:22], predict the reactants needed to synthesize it. The reactants are: [NH2:1][CH:2]1[C:8](=[O:9])[N:7]([CH3:10])[C:6]2[CH:11]=[CH:12][CH:13]=[CH:14][C:5]=2[C:4]2[CH:15]=[CH:16][CH:17]=[CH:18][C:3]1=2.[CH3:19][CH:20]([C:24]([NH:26][CH2:27][C:28]1[CH:33]=[C:32]([O:34][CH3:35])[CH:31]=[C:30]([O:36][CH3:37])[CH:29]=1)=[O:25])[C:21](O)=[O:22]. (6) Given the product [OH:21][NH:20][C:15]([CH:12]1[CH2:13][CH2:14][N:10]([CH2:9][C:8]2[CH:17]=[CH:18][CH:19]=[C:6]([O:5][CH2:1][CH:2]([CH3:4])[CH3:3])[CH:7]=2)[CH2:11]1)=[NH:16], predict the reactants needed to synthesize it. The reactants are: [CH2:1]([O:5][C:6]1[CH:7]=[C:8]([CH:17]=[CH:18][CH:19]=1)[CH2:9][N:10]1[CH2:14][CH2:13][CH:12]([C:15]#[N:16])[CH2:11]1)[CH:2]([CH3:4])[CH3:3].[NH2:20][OH:21]. (7) Given the product [C:3]([CH2:2][C:12]1([C:15]([O:17][CH3:18])=[O:16])[CH2:11][CH2:10][N:9]([C:19]([O:21][C:22]([CH3:25])([CH3:24])[CH3:23])=[O:20])[CH2:14][CH2:13]1)#[N:5], predict the reactants needed to synthesize it. The reactants are: [Li+].[CH3:2][CH:3]([N-:5]C(C)C)C.[N:9]1([C:19]([O:21][C:22]([CH3:25])([CH3:24])[CH3:23])=[O:20])[CH2:14][CH2:13][CH:12]([C:15]([O:17][CH3:18])=[O:16])[CH2:11][CH2:10]1.BrCC#N. (8) Given the product [CH2:12]([N:11]([CH2:10][C:7]1[S:6][C:5]([C:3]([OH:4])=[O:2])=[CH:9][CH:8]=1)[CH2:15][CH:16]=[CH2:17])[CH:13]=[CH2:14], predict the reactants needed to synthesize it. The reactants are: C[O:2][C:3]([C:5]1[S:6][C:7]([CH2:10][N:11]([CH2:15][CH:16]=[CH2:17])[CH2:12][CH:13]=[CH2:14])=[CH:8][CH:9]=1)=[O:4].[OH-].[K+].